This data is from Forward reaction prediction with 1.9M reactions from USPTO patents (1976-2016). The task is: Predict the product of the given reaction. (1) The product is: [CH3:15][N:14]1[CH2:13][CH2:12][NH:11][C:10]2[N:23]=[C:6]([CH2:5][CH2:4][CH2:3][C:1]#[N:2])[CH:7]=[CH:8][C:9]1=2. Given the reactants [C:1]([CH:3](C(OCC)=O)[CH2:4][CH2:5][C:6]1[CH:7]=[CH:8][C:9]2[N:14]([CH3:15])[CH2:13][CH2:12][N:11](C(OC(C)(C)C)=O)[C:10]=2[N:23]=1)#[N:2].[OH-].[K+].O.CCOC(C)=O, predict the reaction product. (2) Given the reactants Cl[C:2]1[C:7]([C:8]2[CH:9]=[N:10][N:11]([CH3:13])[CH:12]=2)=[N:6][CH:5]=[CH:4][N:3]=1.[OH2:14].[OH-].[K+], predict the reaction product. The product is: [CH3:13][N:11]1[CH:12]=[C:8]([C:7]2[C:2](=[O:14])[NH:3][CH:4]=[CH:5][N:6]=2)[CH:9]=[N:10]1. (3) The product is: [Cl:32][C:20]1[C:21]([C:23]2[C:31]3[C:26](=[CH:27][CH:28]=[CH:29][CH:30]=3)[NH:25][CH:24]=2)=[N:22][C:17]([NH:16][C@@H:13]2[CH2:14][CH2:15][N:11]([S:8]([C:5]3[CH:6]=[CH:7][C:2]([NH:1][C:46](=[O:47])/[CH:45]=[CH:41]/[CH2:39][N:35]([CH3:34])[CH3:36])=[CH:3][CH:4]=3)(=[O:9])=[O:10])[CH2:12]2)=[N:18][CH:19]=1. Given the reactants [NH2:1][C:2]1[CH:7]=[CH:6][C:5]([S:8]([N:11]2[CH2:15][CH2:14][C@@H:13]([NH:16][C:17]3[N:22]=[C:21]([C:23]4[C:31]5[C:26](=[CH:27][CH:28]=[CH:29][CH:30]=5)[NH:25][CH:24]=4)[C:20]([Cl:32])=[CH:19][N:18]=3)[CH2:12]2)(=[O:10])=[O:9])=[CH:4][CH:3]=1.C[CH2:34][N:35]([CH:39]([CH3:41])C)[CH:36](C)C.BrC/C=[CH:45]/[C:46](Cl)=[O:47].C(Cl)Cl.CNC, predict the reaction product. (4) Given the reactants [C:1]([C:3]1[CH:4]=[C:5]([CH2:16][NH:17][C:18]2[C:19]([F:32])=[C:20]([CH:28]=[CH:29][C:30]=2[F:31])[O:21][CH2:22][C:23]([O:25]CC)=[O:24])[CH:6]=[C:7]([C:9]2[CH:14]=[CH:13][CH:12]=[C:11]([F:15])[CH:10]=2)[CH:8]=1)#[N:2].O.O[Li].O, predict the reaction product. The product is: [C:1]([C:3]1[CH:4]=[C:5]([CH2:16][NH:17][C:18]2[C:19]([F:32])=[C:20]([CH:28]=[CH:29][C:30]=2[F:31])[O:21][CH2:22][C:23]([OH:25])=[O:24])[CH:6]=[C:7]([C:9]2[CH:14]=[CH:13][CH:12]=[C:11]([F:15])[CH:10]=2)[CH:8]=1)#[N:2]. (5) Given the reactants [Cl:1][C:2]1[CH:10]=[C:9]([Cl:11])[CH:8]=[C:7]([O:12][CH3:13])[C:3]=1[CH:4]=[N:5]O, predict the reaction product. The product is: [Cl:1][C:2]1[CH:10]=[C:9]([Cl:11])[CH:8]=[C:7]([O:12][CH3:13])[C:3]=1[CH2:4][NH2:5].